From a dataset of Forward reaction prediction with 1.9M reactions from USPTO patents (1976-2016). Predict the product of the given reaction. (1) Given the reactants C[O:2][C:3](=O)[C:4]1[CH:9]=[CH:8][C:7]([CH2:10][N:11]2[CH:16]([C:17]3[C:22]([CH3:23])=[CH:21][CH:20]=[CH:19][N:18]=3)[CH2:15][CH2:14][CH2:13][CH:12]2[C:24]2[C:29]([CH3:30])=[CH:28][CH:27]=[CH:26][N:25]=2)=[C:6]([NH2:31])[CH:5]=1.[Li+].[BH4-], predict the reaction product. The product is: [NH2:31][C:6]1[CH:5]=[C:4]([CH2:3][OH:2])[CH:9]=[CH:8][C:7]=1[CH2:10][N:11]1[CH:12]([C:24]2[C:29]([CH3:30])=[CH:28][CH:27]=[CH:26][N:25]=2)[CH2:13][CH2:14][CH2:15][CH:16]1[C:17]1[C:22]([CH3:23])=[CH:21][CH:20]=[CH:19][N:18]=1. (2) Given the reactants [NH2:1][C:2]1[NH:6][N:5]=[C:4]([NH:7][C:8]2[CH:9]=[N:10][CH:11]=[CH:12][CH:13]=2)[C:3]=1[C:14]([NH2:16])=[O:15].[Cl:17][C:18]1[CH:25]=[CH:24][C:21]([CH:22]=O)=[CH:20][CH:19]=1.N1CCCCC1, predict the reaction product. The product is: [Cl:17][C:18]1[CH:25]=[CH:24][C:21]([CH:22]=[N:1][C:2]2[NH:6][N:5]=[C:4]([NH:7][C:8]3[CH:9]=[N:10][CH:11]=[CH:12][CH:13]=3)[C:3]=2[C:14]([NH2:16])=[O:15])=[CH:20][CH:19]=1. (3) Given the reactants [O:1]=[C:2]1[CH2:7][CH2:6][CH:5]([C:8]([O:10][CH2:11][CH3:12])=[O:9])[CH2:4][CH2:3]1.[CH2:13](O)[CH2:14][OH:15].S(=O)(=O)(O)O.O, predict the reaction product. The product is: [O:15]1[C:2]2([CH2:7][CH2:6][CH:5]([C:8]([O:10][CH2:11][CH3:12])=[O:9])[CH2:4][CH2:3]2)[O:1][CH2:13][CH2:14]1. (4) Given the reactants [CH3:1][S:2]([O:5][C:6]1[CH:11]=[CH:10][C:9]([C:12]2([C:20]3[CH:25]=[CH:24][C:23]([F:26])=[C:22](/[CH:27]=[CH:28]/[CH:29]4[CH2:31][CH2:30]4)[CH:21]=3)[C:16](=[O:17])[N:15]([CH3:18])[C:14]([NH2:19])=[N:13]2)=[CH:8][CH:7]=1)(=[O:4])=[O:3], predict the reaction product. The product is: [CH3:1][S:2]([O:5][C:6]1[CH:7]=[CH:8][C:9]([C:12]2([C:20]3[CH:25]=[CH:24][C:23]([F:26])=[C:22]([CH2:27][CH2:28][CH:29]4[CH2:31][CH2:30]4)[CH:21]=3)[C:16](=[O:17])[N:15]([CH3:18])[C:14]([NH2:19])=[N:13]2)=[CH:10][CH:11]=1)(=[O:3])=[O:4]. (5) Given the reactants [Br:1][C:2]1[CH:3]=[C:4]([CH:7]=O)[O:5][CH:6]=1.[CH2:9]([O:11][C:12](=[O:17])[CH2:13][N:14]=[N+]=[N-])[CH3:10].[O-]CC.[NH4+].[Cl-].C([O-])(=O)C=C, predict the reaction product. The product is: [CH2:9]([O:11][C:12]([C:13]1[NH:14][C:3]2[C:2]([Br:1])=[CH:6][O:5][C:4]=2[CH:7]=1)=[O:17])[CH3:10]. (6) Given the reactants [C:1]([C:5]1[CH:23]=[CH:22][C:8]([C:9]([NH:11][C:12]2[N:13]=[C:14]3[CH:19]=[CH:18][C:17](I)=[N:16][N:15]3[CH:21]=2)=[O:10])=[CH:7][CH:6]=1)([CH3:4])([CH3:3])[CH3:2].N1CCC[C@H]1C(O)=O.[N:32]1[CH:37]=[CH:36][CH:35]=[C:34]([CH2:38][NH2:39])[CH:33]=1.C(=O)([O-])[O-].[K+].[K+], predict the reaction product. The product is: [C:1]([C:5]1[CH:23]=[CH:22][C:8]([C:9]([NH:11][C:12]2[N:13]=[C:14]3[CH:19]=[CH:18][C:17]([NH:39][CH2:38][C:34]4[CH:33]=[N:32][CH:37]=[CH:36][CH:35]=4)=[N:16][N:15]3[CH:21]=2)=[O:10])=[CH:7][CH:6]=1)([CH3:4])([CH3:3])[CH3:2]. (7) Given the reactants [C:1]([C:4]1[CH:5]=[N:6][CH:7]=[CH:8][CH:9]=1)(=[O:3])[CH3:2].CO[CH:12](OC)[N:13]([CH3:15])[CH3:14], predict the reaction product. The product is: [CH3:12][N:13]([CH3:15])[CH:14]=[CH:2][C:1]([C:4]1[CH:5]=[N:6][CH:7]=[CH:8][CH:9]=1)=[O:3].